From a dataset of Reaction yield outcomes from USPTO patents with 853,638 reactions. Predict the reaction yield, written as a fraction of the theoretical maximum amount of product (1.0 means a 100% yield; for example, 0.34 means a 34% yield). (1) The reactants are [NH2:1][CH2:2][CH2:3][O:4][C:5]1[CH:14]=[CH:13][CH:12]=[C:11]2[C:6]=1[C:7]([NH:15][C:16]1[CH:21]=[CH:20][C:19]([O:22][CH2:23][C:24]3[N:25]=[CH:26][S:27][CH:28]=3)=[C:18]([Cl:29])[CH:17]=1)=[N:8][CH:9]=[N:10]2.[OH:30][C@H:31]1[CH2:36][CH2:35][O:34][C:32]1=[O:33]. No catalyst specified. The product is [Cl:29][C:18]1[CH:17]=[C:16]([NH:15][C:7]2[C:6]3[C:11](=[CH:12][CH:13]=[CH:14][C:5]=3[O:4][CH2:3][CH2:2][NH:1][C:32](=[O:33])[C@@H:31]([OH:30])[CH2:36][CH2:35][OH:34])[N:10]=[CH:9][N:8]=2)[CH:21]=[CH:20][C:19]=1[O:22][CH2:23][C:24]1[N:25]=[CH:26][S:27][CH:28]=1. The yield is 0.660. (2) The reactants are O=[C:2]1[CH2:5][CH:4]([C:6]([O:8][CH3:9])=[O:7])[CH2:3]1.[NH2:10][CH2:11][C@@H:12]1[C@H:16]2[O:17][C:18]([CH3:21])([CH3:20])[O:19][C@H:15]2[C@H:14]([N:22]2[CH:30]=[N:29][C:28]3[C:23]2=[N:24][CH:25]=[N:26][C:27]=3[NH2:31])[O:13]1.[BH3-]C#N.[Na+]. The catalyst is CO. The product is [NH2:31][C:27]1[N:26]=[CH:25][N:24]=[C:23]2[C:28]=1[N:29]=[CH:30][N:22]2[C@H:14]1[C@@H:15]2[O:19][C:18]([CH3:20])([CH3:21])[O:17][C@@H:16]2[C@@H:12]([CH2:11][NH:10][C@H:2]2[CH2:5][C@H:4]([C:6]([O:8][CH3:9])=[O:7])[CH2:3]2)[O:13]1. The yield is 0.410. (3) The reactants are C(=O)([O-])[O-].[K+].[K+].[I-].[Na+].C(N(CC)CC)C.[CH2:16]([NH2:19])[CH:17]=[CH2:18].Br[CH2:21][C:22]([O:24]CC)=[O:23].[C:38]([O:37][C:35](O[C:35]([O:37][C:38]([CH3:41])([CH3:40])[CH3:39])=[O:36])=[O:36])([CH3:41])([CH3:40])[CH3:39].[OH-].[Na+]. The catalyst is CN(C)C=O.C(O)C.CO. The product is [CH2:16]([N:19]([C:35]([O:37][C:38]([CH3:39])([CH3:40])[CH3:41])=[O:36])[CH2:21][C:22]([OH:24])=[O:23])[CH:17]=[CH2:18]. The yield is 0.650. (4) The reactants are [BH4-].[Na+].[CH3:3][C:4]1[CH:24]=[CH:23][C:7]([C:8]([NH:10][C:11]2[S:12][C:13]3[CH:19]=[C:18]([N+:20]([O-])=O)[CH:17]=[CH:16][C:14]=3[N:15]=2)=[O:9])=[CH:6][CH:5]=1.C(OC(C)C)(C)C. The catalyst is C1COCC1.O.O.O.O.O.O.[Ni](Cl)Cl. The product is [NH2:20][C:18]1[CH:17]=[CH:16][C:14]2[N:15]=[C:11]([NH:10][C:8](=[O:9])[C:7]3[CH:6]=[CH:5][C:4]([CH3:3])=[CH:24][CH:23]=3)[S:12][C:13]=2[CH:19]=1. The yield is 0.520. (5) The reactants are Br[C:2]1[S:6][C:5]([NH:7][C:8]([NH:10][C:11]2[CH:16]=[CH:15][C:14]([CH3:17])=[CH:13][C:12]=2[C:18]([CH:20]2[CH2:24][CH2:23][CH2:22][CH2:21]2)=[O:19])=[O:9])=[N:4][CH:3]=1.[OH:25][CH2:26][CH2:27][SH:28]. No catalyst specified. The product is [CH:20]1([C:18]([C:12]2[CH:13]=[C:14]([CH3:17])[CH:15]=[CH:16][C:11]=2[NH:10][C:8]([NH:7][C:5]2[S:6][C:2]([S:28][CH2:27][CH2:26][OH:25])=[CH:3][N:4]=2)=[O:9])=[O:19])[CH2:24][CH2:23][CH2:22][CH2:21]1. The yield is 0.280.